From a dataset of Forward reaction prediction with 1.9M reactions from USPTO patents (1976-2016). Predict the product of the given reaction. (1) Given the reactants [OH:1][C:2]([C:4]([F:7])([F:6])[F:5])=[O:3].C([N:15]1[CH2:24][CH2:23][C:22]2[C:17](=[N:18][C:19]([NH:40][CH:41]([CH3:43])[CH3:42])=[C:20]([N:25]3[CH2:30][CH2:29][CH:28]([O:31][C:32]4[CH:37]=[CH:36][C:35]([F:38])=[CH:34][C:33]=4[F:39])[CH2:27][CH2:26]3)[N:21]=2)[CH:16]1[CH3:44])C1C=CC=CC=1, predict the reaction product. The product is: [F:39][C:33]1[CH:34]=[C:35]([F:38])[CH:36]=[CH:37][C:32]=1[O:31][CH:28]1[CH2:27][CH2:26][N:25]([C:20]2[N:21]=[C:22]3[CH2:23][CH2:24][NH:15][CH:16]([CH3:44])[C:17]3=[N:18][C:19]=2[NH:40][CH:41]([CH3:43])[CH3:42])[CH2:30][CH2:29]1.[C:2]([OH:3])([C:4]([F:7])([F:6])[F:5])=[O:1]. (2) Given the reactants [CH2:1]([N:5]1[CH2:10][CH2:9][N:8]([C:11]([O:13][C:14]([CH3:17])([CH3:16])[CH3:15])=[O:12])[CH2:7][CH2:6]1)[CH2:2][C:3]#[CH:4].I[C:19]1[C:27]2[O:26][CH2:25][C:24](=[O:28])[C:23]=2[CH:22]=[CH:21][C:20]=1[O:29][CH3:30], predict the reaction product. The product is: [CH3:30][O:29][C:20]1[CH:21]=[CH:22][C:23]2[C:24](=[O:28])[CH2:25][O:26][C:27]=2[C:19]=1[C:4]#[C:3][CH2:2][CH2:1][N:5]1[CH2:6][CH2:7][N:8]([C:11]([O:13][C:14]([CH3:17])([CH3:16])[CH3:15])=[O:12])[CH2:9][CH2:10]1. (3) The product is: [CH:26]1([CH:21]2[CH:22]([C:23]([O:25][CH2:43][C:44]([C:46]3[CH:47]=[CH:48][C:49]([NH:52][C:53]([O:54][CH3:55])=[O:56])=[CH:50][CH:51]=3)=[O:45])=[O:24])[N:17]([C:15]([O:14][CH2:7][C:8]3[CH:13]=[CH:12][CH:11]=[CH:10][CH:9]=3)=[O:16])[CH2:18][CH:19]([CH:29]3[CH2:34][CH2:33][N:32]([C:35]([O:37][C:38]([CH3:41])([CH3:40])[CH3:39])=[O:36])[CH2:31][CH2:30]3)[CH2:20]2)[CH2:28][CH2:27]1. Given the reactants C(=O)([O-])[O-].[Cs+].[Cs+].[CH2:7]([O:14][C:15]([N:17]1[CH:22]([C:23]([OH:25])=[O:24])[CH:21]([CH:26]2[CH2:28][CH2:27]2)[CH2:20][CH:19]([CH:29]2[CH2:34][CH2:33][N:32]([C:35]([O:37][C:38]([CH3:41])([CH3:40])[CH3:39])=[O:36])[CH2:31][CH2:30]2)[CH2:18]1)=[O:16])[C:8]1[CH:13]=[CH:12][CH:11]=[CH:10][CH:9]=1.Cl[CH2:43][C:44]([C:46]1[CH:51]=[CH:50][C:49]([NH:52][C:53](=[O:56])[O:54][CH3:55])=[CH:48][CH:47]=1)=[O:45], predict the reaction product. (4) Given the reactants [CH3:1][N+:2]1[C:7]2[N:8]=[C:9]([N:13]3[CH2:18][CH2:17][N:16]([C:19]([O:21][C:22]([CH3:25])([CH3:24])[CH3:23])=[O:20])[CH2:15][CH2:14]3)[NH:10][C:11](=[O:12])[C:6]=2[CH:5]=[CH:4][CH:3]=1.S([O-])(OC)(=O)=O.[H][H], predict the reaction product. The product is: [CH3:1][N:2]1[C:7]2[N:8]=[C:9]([N:13]3[CH2:18][CH2:17][N:16]([C:19]([O:21][C:22]([CH3:25])([CH3:24])[CH3:23])=[O:20])[CH2:15][CH2:14]3)[NH:10][C:11](=[O:12])[C:6]=2[CH2:5][CH2:4][CH2:3]1. (5) Given the reactants [C:1]([C:5]1[CH:10]=[CH:9][C:8]([C:11](=[O:16])[CH2:12][CH2:13][CH2:14]Cl)=[CH:7][CH:6]=1)([CH3:4])([CH3:3])[CH3:2].[NH:17]1[CH2:22][CH2:21][CH:20]([C:23]2[CH:24]=[C:25]([NH:29][C:30]([CH:32]3[CH2:34][CH2:33]3)=[O:31])[CH:26]=[CH:27][CH:28]=2)[CH2:19][CH2:18]1, predict the reaction product. The product is: [C:1]([C:5]1[CH:10]=[CH:9][C:8]([C:11](=[O:16])[CH2:12][CH2:13][CH2:14][N:17]2[CH2:22][CH2:21][CH:20]([C:23]3[CH:24]=[C:25]([NH:29][C:30]([CH:32]4[CH2:33][CH2:34]4)=[O:31])[CH:26]=[CH:27][CH:28]=3)[CH2:19][CH2:18]2)=[CH:7][CH:6]=1)([CH3:4])([CH3:3])[CH3:2]. (6) Given the reactants [CH:1]1([N:6]2[C:10]3[N:11]=[C:12]([NH2:15])[N:13]=[CH:14][C:9]=3[C:8]3[CH:16]=[CH:17][N:18]=[C:19]([F:20])[C:7]2=3)[CH2:5][CH2:4][CH2:3][CH2:2]1.[Si:21]([O:28][CH2:29][CH2:30][CH:31]1[CH2:36][CH2:35][N:34]([C:37]2[CH:38]=[CH:39][C:40](Cl)=[N:41][CH:42]=2)[CH2:33][CH2:32]1)([C:24]([CH3:27])([CH3:26])[CH3:25])([CH3:23])[CH3:22].C1(P(C2C=CC=CC=2)C2C3OC4C(=CC=CC=4P(C4C=CC=CC=4)C4C=CC=CC=4)C(C)(C)C=3C=CC=2)C=CC=CC=1.CC(C)([O-])C.[Na+], predict the reaction product. The product is: [Si:21]([O:28][CH2:29][CH2:30][CH:31]1[CH2:32][CH2:33][N:34]([C:37]2[CH:38]=[CH:39][C:40]([NH:15][C:12]3[N:13]=[CH:14][C:9]4[C:8]5[CH:16]=[CH:17][N:18]=[C:19]([F:20])[C:7]=5[N:6]([CH:1]5[CH2:2][CH2:3][CH2:4][CH2:5]5)[C:10]=4[N:11]=3)=[N:41][CH:42]=2)[CH2:35][CH2:36]1)([C:24]([CH3:27])([CH3:25])[CH3:26])([CH3:23])[CH3:22].